Task: Predict the reaction yield, written as a fraction of the theoretical maximum amount of product (1.0 means a 100% yield; for example, 0.34 means a 34% yield).. Dataset: Reaction yield outcomes from USPTO patents with 853,638 reactions (1) The yield is 0.420. The catalyst is O1CCOCC1.C1C=CC(/C=C/C(/C=C/C2C=CC=CC=2)=O)=CC=1.C1C=CC(/C=C/C(/C=C/C2C=CC=CC=2)=O)=CC=1.C1C=CC(/C=C/C(/C=C/C2C=CC=CC=2)=O)=CC=1.[Pd].[Pd]. The reactants are Cl[C:2]1[N:10]=[C:9]2[C:5]([N:6]=[C:7]([CH2:12][CH2:13][N:14]3[CH2:17][C:16]([CH:19]([CH3:21])[CH3:20])([OH:18])[CH2:15]3)[N:8]2[CH3:11])=[C:4]([N:22]2[CH2:27][CH2:26][O:25][CH2:24][CH2:23]2)[N:3]=1.[CH2:28]([C:30]1[NH:31][C:32]2[CH:38]=[CH:37][CH:36]=[CH:35][C:33]=2[N:34]=1)[CH3:29].CC(C1C=C(C(C)C)C(C2C=CC=CC=2P(C2CCCCC2)C2CCCCC2)=C(C(C)C)C=1)C.C([O-])([O-])=O.[Cs+].[Cs+]. The product is [CH2:28]([C:30]1[N:31]([C:2]2[N:10]=[C:9]3[C:5]([N:6]=[C:7]([CH2:12][CH2:13][N:14]4[CH2:17][C:16]([CH:19]([CH3:21])[CH3:20])([OH:18])[CH2:15]4)[N:8]3[CH3:11])=[C:4]([N:22]3[CH2:27][CH2:26][O:25][CH2:24][CH2:23]3)[N:3]=2)[C:32]2[CH:38]=[CH:37][CH:36]=[CH:35][C:33]=2[N:34]=1)[CH3:29]. (2) The reactants are [F:1][C:2]1[CH:7]=[C:6]([N+:8]([O-:10])=[O:9])[CH:5]=[CH:4][C:3]=1[N:11]1[CH2:15][CH2:14][CH2:13][CH:12]1[CH:16]=O.[CH3:18][NH:19][CH3:20].[BH-](OC(C)=O)(OC(C)=O)OC(C)=O.[Na+]. The catalyst is C(Cl)Cl. The product is [F:1][C:2]1[CH:7]=[C:6]([N+:8]([O-:10])=[O:9])[CH:5]=[CH:4][C:3]=1[N:11]1[CH2:15][CH2:14][CH2:13][CH:12]1[CH2:16][N:19]([CH3:20])[CH3:18]. The yield is 0.690. (3) The catalyst is C(Cl)Cl. The yield is 0.940. The product is [ClH:23].[I:1][C:2]1[CH:7]=[N:6][C:5]([O:8][CH2:9][CH:10]2[CH2:15][CH2:14][NH:13][CH2:12][CH2:11]2)=[CH:4][N:3]=1. The reactants are [I:1][C:2]1[N:3]=[CH:4][C:5]([O:8][CH2:9][CH:10]2[CH2:15][CH2:14][N:13](C(OC(C)(C)C)=O)[CH2:12][CH2:11]2)=[N:6][CH:7]=1.[ClH:23].O1CCOCC1. (4) The reactants are CS(C)=O.C(Cl)(=O)C(Cl)=O.[CH2:11]([N:18]1[CH2:23][CH2:22][CH:21]([CH:24]([CH:26]2[C:34]3[C:29](=[CH:30][CH:31]=[CH:32][CH:33]=3)[CH2:28][O:27]2)[OH:25])[CH2:20][CH2:19]1)[C:12]1[CH:17]=[CH:16][CH:15]=[CH:14][CH:13]=1.C(N(CC)CC)C. The catalyst is ClCCl. The product is [CH2:11]([N:18]1[CH2:19][CH2:20][CH:21]([C:24]([CH:26]2[C:34]3[C:29](=[CH:30][CH:31]=[CH:32][CH:33]=3)[CH2:28][O:27]2)=[O:25])[CH2:22][CH2:23]1)[C:12]1[CH:17]=[CH:16][CH:15]=[CH:14][CH:13]=1. The yield is 0.330. (5) The reactants are [CH3:1][N:2]1[CH2:7][CH2:6][N:5]([CH2:8][CH2:9][CH2:10][O:11][C:12]2[CH:21]=[C:20]3[C:15]([C:16](=O)[NH:17][CH:18]=[N:19]3)=[CH:14][C:13]=2[O:23][CH3:24])[CH2:4][CH2:3]1.CN(C=O)C.S(Cl)([Cl:32])=O. No catalyst specified. The product is [Cl:32][C:16]1[C:15]2[C:20](=[CH:21][C:12]([O:11][CH2:10][CH2:9][CH2:8][N:5]3[CH2:6][CH2:7][N:2]([CH3:1])[CH2:3][CH2:4]3)=[C:13]([O:23][CH3:24])[CH:14]=2)[N:19]=[CH:18][N:17]=1. The yield is 0.680. (6) The reactants are F.F.F.C(N(CC)CC)C.C(N(CC)CC)C.[Si]([O:35][CH2:36][C@H:37]1[O:41][C@@H:40]([N:42]2[CH:49]=[C:48]([CH3:50])[C:46](=[O:47])[NH:45][C:43]2=[O:44])[C@H:39]([O:51][CH2:52][CH2:53][O:54][N:55]([CH3:57])[CH3:56])[C@@H:38]1[OH:58])(C(C)(C)C)(C1C=CC=CC=1)C1C=CC=CC=1.CO. The catalyst is C1COCC1.C(Cl)Cl. The product is [CH3:56][N:55]([CH3:57])[O:54][CH2:53][CH2:52][O:51][C@@H:39]1[C@H:38]([OH:58])[C@@H:37]([CH2:36][OH:35])[O:41][C@H:40]1[N:42]1[CH:49]=[C:48]([CH3:50])[C:46](=[O:47])[NH:45][C:43]1=[O:44]. The yield is 0.925.